Dataset: Forward reaction prediction with 1.9M reactions from USPTO patents (1976-2016). Task: Predict the product of the given reaction. The product is: [CH3:1][C:2]1[N:3]([C:20]2[CH:21]=[CH:16][CH:17]=[C:18]([O:22][C:23]3[CH:28]=[CH:27][CH:26]=[C:25]([S:29]([CH3:32])(=[O:31])=[O:30])[CH:24]=3)[CH:19]=2)[C:4]2[CH:10]=[CH:9][CH:8]=[C:7]([C:11]([F:14])([F:12])[F:13])[C:5]=2[N:6]=1. Given the reactants [CH3:1][C:2]1[NH:6][C:5]2[C:7]([C:11]([F:14])([F:13])[F:12])=[CH:8][CH:9]=[CH:10][C:4]=2[N:3]=1.I[C:16]1[CH:21]=[CH:20][CH:19]=[C:18]([O:22][C:23]2[CH:28]=[CH:27][CH:26]=[C:25]([S:29]([CH3:32])(=[O:31])=[O:30])[CH:24]=2)[CH:17]=1.C([O-])([O-])=O.[Cs+].[Cs+].N1C2C(=CC=C3C=2N=CC=C3)C=CC=1, predict the reaction product.